From a dataset of Reaction yield outcomes from USPTO patents with 853,638 reactions. Predict the reaction yield, written as a fraction of the theoretical maximum amount of product (1.0 means a 100% yield; for example, 0.34 means a 34% yield). The reactants are [Br:1][C:2]1[N:3]=[C:4]2[C:10]([C:11]([OH:13])=O)=[CH:9][N:8]([CH2:14][O:15][CH2:16][CH2:17][Si:18]([CH3:21])([CH3:20])[CH3:19])[C:5]2=[N:6][CH:7]=1.Cl.[NH2:23][C@@H:24]([CH3:30])[C:25]([CH3:29])([CH3:28])[C:26]#[N:27].C(Cl)CCl.C1C=CC2N(O)N=NC=2C=1.CCN(C(C)C)C(C)C. The catalyst is CN(C=O)C. The product is [C:26]([C:25]([CH3:29])([CH3:28])[C@@H:24]([NH:23][C:11]([C:10]1[C:4]2[C:5](=[N:6][CH:7]=[C:2]([Br:1])[N:3]=2)[N:8]([CH2:14][O:15][CH2:16][CH2:17][Si:18]([CH3:21])([CH3:20])[CH3:19])[CH:9]=1)=[O:13])[CH3:30])#[N:27]. The yield is 0.960.